Dataset: Full USPTO retrosynthesis dataset with 1.9M reactions from patents (1976-2016). Task: Predict the reactants needed to synthesize the given product. (1) Given the product [NH2:17][C:16]1[C:10]2[O:9][C:8]([C:5]3[CH:4]=[CH:3][C:2]([OH:1])=[CH:7][CH:6]=3)=[CH:12][C:11]=2[CH:13]=[C:14]([OH:20])[CH:15]=1, predict the reactants needed to synthesize it. The reactants are: [OH:1][C:2]1[CH:7]=[CH:6][C:5]([C:8]2[O:9][C:10]3[C:16]([N+:17]([O-])=O)=[CH:15][C:14]([OH:20])=[CH:13][C:11]=3[CH:12]=2)=[CH:4][CH:3]=1. (2) Given the product [CH:12]([N:6]1[CH2:5][C:4]2[C:8](=[CH:9][CH:10]=[C:2]([C:20]3[S:21][C:17]([CH:15]=[O:16])=[CH:18][CH:19]=3)[CH:3]=2)[C:7]1=[O:11])([CH3:14])[CH3:13], predict the reactants needed to synthesize it. The reactants are: Br[C:2]1[CH:3]=[C:4]2[C:8](=[CH:9][CH:10]=1)[C:7](=[O:11])[N:6]([CH:12]([CH3:14])[CH3:13])[CH2:5]2.[CH:15]([C:17]1[S:21][C:20](B(O)O)=[CH:19][CH:18]=1)=[O:16].